From a dataset of Reaction yield outcomes from USPTO patents with 853,638 reactions. Predict the reaction yield, written as a fraction of the theoretical maximum amount of product (1.0 means a 100% yield; for example, 0.34 means a 34% yield). The reactants are [CH3:1][N:2]1[CH2:7][CH2:6][N:5]2[N:8]=[C:9]([N+:11]([O-])=O)[CH:10]=[C:4]2[CH2:3]1. The catalyst is C(O)C. The product is [CH3:1][N:2]1[CH2:7][CH2:6][N:5]2[N:8]=[C:9]([NH2:11])[CH:10]=[C:4]2[CH2:3]1. The yield is 0.990.